This data is from Forward reaction prediction with 1.9M reactions from USPTO patents (1976-2016). The task is: Predict the product of the given reaction. (1) Given the reactants Cl.[C:2]1(=[O:12])[C:6]2([CH2:11][CH2:10][CH2:9][NH:8][CH2:7]2)[CH2:5][CH2:4][NH:3]1.C(N(CC)CC)C.[F:20][C:21]1[CH:22]=[C:23]([S:31](Cl)(=[O:33])=[O:32])[CH:24]=[C:25]([C:27]([F:30])([F:29])[F:28])[CH:26]=1, predict the reaction product. The product is: [F:20][C:21]1[CH:22]=[C:23]([S:31]([N:8]2[CH2:9][CH2:10][CH2:11][C:6]3([C:2](=[O:12])[NH:3][CH2:4][CH2:5]3)[CH2:7]2)(=[O:32])=[O:33])[CH:24]=[C:25]([C:27]([F:29])([F:28])[F:30])[CH:26]=1. (2) Given the reactants [C:1]([O:5][C:6]([N:8]1[C:16]2[C:11](=[CH:12][CH:13]=[CH:14][CH:15]=2)[C:10](/[CH:17]=[CH:18]/[C:19]([OH:21])=O)=[CH:9]1)=[O:7])([CH3:4])([CH3:3])[CH3:2].[Br:22][C:23]1[CH:35]=[CH:34][C:26]([C:27]([NH:29][NH:30][CH:31]([CH3:33])[CH3:32])=[O:28])=[CH:25][CH:24]=1.CN(C(ON1N=NC2C=CC=NC1=2)=[N+](C)C)C.F[P-](F)(F)(F)(F)F.C(N(CC)C(C)C)(C)C, predict the reaction product. The product is: [Br:22][C:23]1[CH:35]=[CH:34][C:26]([C:27]([NH:29][N:30]([C:19](=[O:21])/[CH:18]=[CH:17]/[C:10]2[C:11]3[C:16](=[CH:15][CH:14]=[CH:13][CH:12]=3)[N:8]([C:6]([O:5][C:1]([CH3:4])([CH3:3])[CH3:2])=[O:7])[CH:9]=2)[CH:31]([CH3:32])[CH3:33])=[O:28])=[CH:25][CH:24]=1. (3) Given the reactants Cl[C:2]1[CH2:6][C@H:5]([CH:7]2[CH2:11][CH2:10][CH2:9][CH2:8]2)[N:4]([C:12]2[CH:19]=[CH:18][C:15]([C:16]#[N:17])=[C:14]([CH3:20])[N:13]=2)[N:3]=1.[CH3:21][C:22]1[CH:27]=[C:26](B2OC(C)(C)C(C)(C)O2)[CH:25]=[C:24]([CH3:37])[C:23]=1[OH:38], predict the reaction product. The product is: [CH:7]1([C@@H:5]2[N:4]([C:12]3[CH:19]=[CH:18][C:15]([C:16]#[N:17])=[C:14]([CH3:20])[N:13]=3)[N:3]=[C:2]([C:26]3[CH:25]=[C:24]([CH3:37])[C:23]([OH:38])=[C:22]([CH3:21])[CH:27]=3)[CH2:6]2)[CH2:11][CH2:10][CH2:9][CH2:8]1. (4) Given the reactants [H-].[Na+].[F:3][C:4]([F:8])([F:7])[CH2:5][OH:6].Br[CH2:10][C:11]([O:13][C:14]([CH3:17])([CH3:16])[CH3:15])=[O:12], predict the reaction product. The product is: [F:3][C:4]([F:8])([F:7])[CH2:5][O:6][CH2:10][C:11]([O:13][C:14]([CH3:17])([CH3:16])[CH3:15])=[O:12]. (5) Given the reactants [NH:1]1[CH:5]=[CH:4][N:3]=[C:2]1[C:6]1[C:14]2[C:9](=[N:10][CH:11]=[CH:12][CH:13]=2)[N:8]([CH2:15][C:16]([OH:18])=O)[N:7]=1.CN(C(ON1N=NC2C=CC=CC1=2)=[N+](C)C)C.F[P-](F)(F)(F)(F)F.[Cl:43][C:44]1[CH:49]=[CH:48][C:47]([N:50]2[CH2:55][CH2:54][NH:53][CH2:52][CH2:51]2)=[CH:46][C:45]=1[O:56][C:57]([F:60])([F:59])[F:58].CCN(C(C)C)C(C)C, predict the reaction product. The product is: [Cl:43][C:44]1[CH:49]=[CH:48][C:47]([N:50]2[CH2:55][CH2:54][N:53]([C:16](=[O:18])[CH2:15][N:8]3[C:9]4=[N:10][CH:11]=[CH:12][CH:13]=[C:14]4[C:6]([C:2]4[NH:1][CH:5]=[CH:4][N:3]=4)=[N:7]3)[CH2:52][CH2:51]2)=[CH:46][C:45]=1[O:56][C:57]([F:60])([F:58])[F:59]. (6) Given the reactants [F:1][C:2]([F:11])([F:10])[C:3]1[CH:4]=[C:5]([OH:9])[CH:6]=[CH:7][CH:8]=1.F[C:13]1[CH:20]=[CH:19][C:18]([CH:21]=[O:22])=[CH:17][C:14]=1[C:15]#[N:16].C([O-])([O-])=O.[K+].[K+], predict the reaction product. The product is: [CH:21]([C:18]1[CH:19]=[CH:20][C:13]([O:9][C:5]2[CH:6]=[CH:7][CH:8]=[C:3]([C:2]([F:10])([F:11])[F:1])[CH:4]=2)=[C:14]([CH:17]=1)[C:15]#[N:16])=[O:22].